Dataset: Reaction yield outcomes from USPTO patents with 853,638 reactions. Task: Predict the reaction yield, written as a fraction of the theoretical maximum amount of product (1.0 means a 100% yield; for example, 0.34 means a 34% yield). (1) The reactants are [Br:1][C:2]1[C:3]([C:19]([F:22])([F:21])[F:20])=[N:4][N:5]([CH3:18])[C:6]=1[C:7]1[CH:12]=[C:11]([N+:13]([O-])=O)[CH:10]=[CH:9][C:8]=1[O:16][CH3:17].O.O.Cl[Sn]Cl. The catalyst is CCO. The product is [Br:1][C:2]1[C:3]([C:19]([F:22])([F:20])[F:21])=[N:4][N:5]([CH3:18])[C:6]=1[C:7]1[CH:12]=[C:11]([NH2:13])[CH:10]=[CH:9][C:8]=1[O:16][CH3:17]. The yield is 0.990. (2) The reactants are [Cl:1][C:2]1[CH:7]=[CH:6][C:5]([CH3:8])=[CH:4][C:3]=1[OH:9].CI.[C:12]([O-])([O-])=O.[K+].[K+]. The catalyst is CC#N. The product is [Cl:1][C:2]1[CH:7]=[CH:6][C:5]([CH3:8])=[CH:4][C:3]=1[O:9][CH3:12]. The yield is 0.890. (3) The reactants are [F:1][C:2]1[CH:3]=[N:4][CH:5]=[CH:6][CH:7]=1.C([N-]C(C)C)(C)C.[Li+].[CH:16](=[O:18])[CH3:17].[Cl-].[NH4+]. The product is [F:1][C:2]1[CH:3]=[N:4][CH:5]=[CH:6][C:7]=1[CH:16]([OH:18])[CH3:17]. The yield is 0.760. The catalyst is C1COCC1.CCCCCCC.C(C1C=CC=CC=1)C.O. (4) The catalyst is C(#N)C.O. The product is [CH2:13]([N:20]1[CH2:26][CH2:25][CH2:24][CH2:23][C@H:22]([NH:27][C:28]([N:7]2[CH2:6][CH2:5][C@@H:4]3[C@H:8]2[C:2](=[O:1])[N:3]3[S:9]([OH:12])(=[O:11])=[O:10])=[O:29])[CH2:21]1)[C:14]1[CH:15]=[CH:16][CH:17]=[CH:18][CH:19]=1. The reactants are [O:1]=[C:2]1[C@@H:8]2[C@@H:4]([CH2:5][CH2:6][NH:7]2)[N:3]1[S:9]([OH:12])(=[O:11])=[O:10].[CH2:13]([N:20]1[CH2:26][CH2:25][CH2:24][CH2:23][C@H:22]([NH:27][C:28](ON2C(=O)CCC2=O)=[O:29])[CH2:21]1)[C:14]1[CH:19]=[CH:18][CH:17]=[CH:16][CH:15]=1.C(=O)(O)[O-].[Na+]. The yield is 0.360. (5) The catalyst is CN(C)C=O. The product is [Cl:1][C:2]1[C:3]([O:12][C:13]2[CH:18]=[C:17]([O:19][CH:28]([CH3:29])[CH3:27])[CH:16]=[CH:15][C:14]=2/[CH:20]=[CH:21]/[C:22]([O:24][CH2:25][CH3:26])=[O:23])=[N:4][CH:5]=[C:6]([C:8]([F:9])([F:11])[F:10])[CH:7]=1. The reactants are [Cl:1][C:2]1[C:3]([O:12][C:13]2[CH:18]=[C:17]([OH:19])[CH:16]=[CH:15][C:14]=2/[CH:20]=[CH:21]/[C:22]([O:24][CH2:25][CH3:26])=[O:23])=[N:4][CH:5]=[C:6]([C:8]([F:11])([F:10])[F:9])[CH:7]=1.[CH3:27][CH:28](I)[CH3:29].C(=O)([O-])[O-].[K+].[K+].Cl. The yield is 0.960. (6) The reactants are [CH3:1][O:2][C:3]([C@H:5]1[CH2:9][C@H:8]([S:10]([C:13]2[CH:18]=[CH:17][C:16]([N:19]=[N+:20]=[N-:21])=[CH:15][C:14]=2[C:22]([F:25])([F:24])[F:23])(=[O:12])=[O:11])[CH2:7][C@@H:6]1[O:26][CH3:27])=[O:4].[CH2:28]([O:31][CH3:32])[C:29]#[CH:30]. The catalyst is C(Cl)Cl.[Cu]I. The product is [CH3:1][O:2][C:3]([C@H:5]1[CH2:9][C@H:8]([S:10]([C:13]2[CH:18]=[CH:17][C:16]([N:19]3[CH:30]=[C:29]([CH2:28][O:31][CH3:32])[N:21]=[N:20]3)=[CH:15][C:14]=2[C:22]([F:23])([F:24])[F:25])(=[O:12])=[O:11])[CH2:7][C@@H:6]1[O:26][CH3:27])=[O:4]. The yield is 0.530. (7) The reactants are Cl.[CH3:2][O:3][C:4]([CH2:6][NH:7][C:8]1[N:13]=[CH:12][C:11](/[CH:14]=[CH:15]/[C:16]([OH:18])=O)=[CH:10][CH:9]=1)=[O:5].[CH3:19][C:20]1[NH:21][C:22]2[C:27]([C:28]=1[CH2:29][NH:30][CH3:31])=[CH:26][CH:25]=[CH:24][CH:23]=2.CCN(CC)CC.C1C=CC2N(O)N=NC=2C=1.O.C(Cl)CCl. The catalyst is CN(C=O)C.C(Cl)Cl. The product is [CH3:2][O:3][C:4]([CH2:6][NH:7][C:8]1[N:13]=[CH:12][C:11](/[CH:14]=[CH:15]/[C:16]([N:30]([CH3:31])[CH2:29][C:28]2[C:27]3[C:22](=[CH:23][CH:24]=[CH:25][CH:26]=3)[NH:21][C:20]=2[CH3:19])=[O:18])=[CH:10][CH:9]=1)=[O:5]. The yield is 0.730. (8) The product is [Cl:21][C:22]1[N:27]=[C:26]([NH:5][CH:6]2[CH2:11][CH2:10][N:9]([C:12]([O:14][C:15]([CH3:16])([CH3:18])[CH3:17])=[O:13])[CH2:8][CH:7]2[CH2:19][CH3:20])[C:25]([Cl:29])=[CH:24][N:23]=1. The reactants are C(O)(=O)C.[NH2:5][CH:6]1[CH2:11][CH2:10][N:9]([C:12]([O:14][C:15]([CH3:18])([CH3:17])[CH3:16])=[O:13])[CH2:8][CH:7]1[CH2:19][CH3:20].[Cl:21][C:22]1[N:27]=[C:26](Cl)[C:25]([Cl:29])=[CH:24][N:23]=1. The yield is 0.483. The catalyst is C(O)C. (9) The reactants are C([O:3][C:4](=[O:42])[CH2:5][N:6]([S:30]([N:33]1[C:41]2[C:36](=[CH:37][CH:38]=[CH:39][CH:40]=2)[CH2:35][CH2:34]1)(=[O:32])=[O:31])[CH2:7][C:8]1[CH:13]=[CH:12][C:11]([O:14][CH2:15][CH2:16][C:17]2[N:18]=[C:19]([C:23]3[CH:28]=[CH:27][C:26]([CH3:29])=[CH:25][CH:24]=3)[O:20][C:21]=2[CH3:22])=[CH:10][CH:9]=1)C.O.[OH-].[Li+]. No catalyst specified. The product is [N:33]1([S:30]([N:6]([CH2:5][C:4]([OH:42])=[O:3])[CH2:7][C:8]2[CH:9]=[CH:10][C:11]([O:14][CH2:15][CH2:16][C:17]3[N:18]=[C:19]([C:23]4[CH:24]=[CH:25][C:26]([CH3:29])=[CH:27][CH:28]=4)[O:20][C:21]=3[CH3:22])=[CH:12][CH:13]=2)(=[O:31])=[O:32])[C:41]2[C:36](=[CH:37][CH:38]=[CH:39][CH:40]=2)[CH2:35][CH2:34]1. The yield is 0.990. (10) The product is [CH3:30][O:29][C:26]1[CH:27]=[C:28]2[C:23](=[CH:24][C:25]=1[O:31][CH3:32])[N:22]=[CH:21][N:20]=[C:19]2[O:18][C:15]1[CH:16]=[CH:17][C:12]([OH:11])=[CH:13][CH:14]=1. The yield is 0.950. The catalyst is CO. The reactants are [OH-].[Na+].C([O:11][C:12]1[CH:17]=[CH:16][C:15]([O:18][C:19]2[C:28]3[C:23](=[CH:24][C:25]([O:31][CH3:32])=[C:26]([O:29][CH3:30])[CH:27]=3)[N:22]=[CH:21][N:20]=2)=[CH:14][CH:13]=1)(=O)C1C=CC=CC=1.[Cl-].[NH4+].